This data is from Full USPTO retrosynthesis dataset with 1.9M reactions from patents (1976-2016). The task is: Predict the reactants needed to synthesize the given product. (1) Given the product [CH2:9]([O:11][C:12]1[N:16]([CH2:17][C:18]2[CH:19]=[CH:20][C:21]([C:24]3[CH:29]=[CH:28][CH:27]=[CH:26][C:25]=3[C:30]3[NH:37][C:4](=[O:7])[O:5][N:31]=3)=[CH:22][CH:23]=2)[C:15]2[S:32][C:33]([CH2:35][CH3:36])=[CH:34][C:14]=2[N:13]=1)[CH3:10], predict the reactants needed to synthesize it. The reactants are: [Cl-].O[NH3+].[C:4](=[O:7])([O-])[OH:5].[Na+].[CH2:9]([O:11][C:12]1[N:16]([CH2:17][C:18]2[CH:23]=[CH:22][C:21]([C:24]3[C:25]([C:30]#[N:31])=[CH:26][CH:27]=[CH:28][CH:29]=3)=[CH:20][CH:19]=2)[C:15]2[S:32][C:33]([CH2:35][CH3:36])=[CH:34][C:14]=2[N:13]=1)[CH3:10].[N:37]12CCCN=C1CCCCC2. (2) The reactants are: [C:1]([O:5][C:6]([N:8]1[CH2:13][CH2:12][CH:11]([N:14]([C@H:24]([C:27]2[CH:32]=[CH:31][CH:30]=[CH:29][CH:28]=2)[CH2:25]O)[C:15]([NH:17][C:18]2[CH:19]=[N:20][CH:21]=[CH:22][CH:23]=2)=[O:16])[CH2:10][CH2:9]1)=[O:7])([CH3:4])([CH3:3])[CH3:2].CS(Cl)(=O)=O. Given the product [C:1]([O:5][C:6]([N:8]1[CH2:13][CH2:12][CH:11]([N:14]2[C@H:24]([C:27]3[CH:28]=[CH:29][CH:30]=[CH:31][CH:32]=3)[CH2:25][O:16][C:15]2=[N:17][C:18]2[CH:19]=[N:20][CH:21]=[CH:22][CH:23]=2)[CH2:10][CH2:9]1)=[O:7])([CH3:3])([CH3:4])[CH3:2], predict the reactants needed to synthesize it. (3) Given the product [C:16]([C:11]1[C:9]2[O:10][C:6]([CH2:4][C:3]3[CH:22]=[CH:23][C:24]([Cl:26])=[CH:25][C:2]=3[Cl:1])=[C:7]([CH3:21])[C:8]=2[CH:14]=[C:13]([CH3:15])[CH:12]=1)([OH:18])=[O:17], predict the reactants needed to synthesize it. The reactants are: [Cl:1][C:2]1[CH:25]=[C:24]([Cl:26])[CH:23]=[CH:22][C:3]=1[C:4]([C:6]1[O:10][C:9]2[C:11]([C:16]([O:18]CC)=[O:17])=[CH:12][C:13]([CH3:15])=[CH:14][C:8]=2[C:7]=1[CH3:21])=O.O.NN.[K].Cl. (4) Given the product [CH:16]1([C:14]([NH:13][C:11]2[O:12][C:8]3[CH:7]=[C:6]([O:5][C:4]4[CH:3]=[C:2]([NH:1][C:29](=[O:30])[C:28]5[CH:32]=[CH:33][CH:34]=[C:26]([C:25]([F:24])([F:35])[F:36])[CH:27]=5)[CH:23]=[CH:22][CH:21]=4)[CH:20]=[CH:19][C:9]=3[N:10]=2)=[O:15])[CH2:18][CH2:17]1, predict the reactants needed to synthesize it. The reactants are: [NH2:1][C:2]1[CH:3]=[C:4]([CH:21]=[CH:22][CH:23]=1)[O:5][C:6]1[CH:20]=[CH:19][C:9]2[N:10]=[C:11]([NH:13][C:14]([CH:16]3[CH2:18][CH2:17]3)=[O:15])[O:12][C:8]=2[CH:7]=1.[F:24][C:25]([F:36])([F:35])[C:26]1[CH:27]=[C:28]([CH:32]=[CH:33][CH:34]=1)[C:29](Cl)=[O:30].